The task is: Predict which catalyst facilitates the given reaction.. This data is from Catalyst prediction with 721,799 reactions and 888 catalyst types from USPTO. (1) Reactant: [F:1][C:2]1[CH:3]=[CH:4][C:5]2[N:9]=[C:8]([C@@H:10]([NH2:12])[CH3:11])[N:7]([C:13]3[CH:18]=[CH:17][CH:16]=[CH:15][N:14]=3)[C:6]=2[CH:19]=1.Cl[C:21]1[N:29]=[C:28]([C:30]([F:33])([F:32])[F:31])[N:27]=[C:26]2[C:22]=1[N:23]=[CH:24][NH:25]2.CCN(C(C)C)C(C)C. The catalyst class is: 41. Product: [NH3:7].[F:1][C:2]1[CH:3]=[CH:4][C:5]2[N:9]=[C:8]([C@@H:10]([NH:12][C:21]3[N:29]=[C:28]([C:30]([F:33])([F:32])[F:31])[N:27]=[C:26]4[C:22]=3[N:23]=[CH:24][NH:25]4)[CH3:11])[N:7]([C:13]3[CH:18]=[CH:17][CH:16]=[CH:15][N:14]=3)[C:6]=2[CH:19]=1. (2) Reactant: C([O:8][C:9]1[CH:14]=[C:13]([CH2:15][C:16]2[CH:21]=[CH:20][CH:19]=[CH:18][C:17]=2[CH2:22][O:23][CH3:24])[CH:12]=[CH:11][C:10]=1[N:25]1[S:29](=[O:31])(=[O:30])[NH:28][C:27](=[O:32])[CH2:26]1)C1C=CC=CC=1. Product: [OH:8][C:9]1[CH:14]=[C:13]([CH2:15][C:16]2[CH:21]=[CH:20][CH:19]=[CH:18][C:17]=2[CH2:22][O:23][CH3:24])[CH:12]=[CH:11][C:10]=1[N:25]1[S:29](=[O:31])(=[O:30])[NH:28][C:27](=[O:32])[CH2:26]1. The catalyst class is: 29. (3) Reactant: [CH2:1]([N:8]1[C:17]2[C:12](=[CH:13][C:14]([OH:18])=[CH:15][CH:16]=2)[CH2:11][CH2:10][CH2:9]1)[C:2]1[CH:7]=[CH:6][CH:5]=[CH:4][CH:3]=1.[H-].[Na+].[Br:21][C:22]1[CH:23]=[C:24]([N:28]=[C:29]=[O:30])[CH:25]=[CH:26][CH:27]=1. Product: [CH2:1]([N:8]1[C:17]2[C:12](=[CH:13][C:14]([O:18][C:29](=[O:30])[NH:28][C:24]3[CH:25]=[CH:26][CH:27]=[C:22]([Br:21])[CH:23]=3)=[CH:15][CH:16]=2)[CH2:11][CH2:10][CH2:9]1)[C:2]1[CH:3]=[CH:4][CH:5]=[CH:6][CH:7]=1. The catalyst class is: 7. (4) Reactant: [N+:1]([C:4]1[CH:5]=[C:6]([CH:10]=[CH:11][C:12]=1[F:13])[C:7]([OH:9])=[O:8])([O-])=O. Product: [NH2:1][C:4]1[CH:5]=[C:6]([CH:10]=[CH:11][C:12]=1[F:13])[C:7]([OH:9])=[O:8]. The catalyst class is: 19. (5) Reactant: [CH3:1][O:2][C:3](=[O:22])[CH2:4][C:5]1[CH:10]=[C:9]([CH:11]=[O:12])[C:8]([O:13][CH2:14][C:15]2[CH:20]=[CH:19][CH:18]=[CH:17][CH:16]=2)=[C:7]([Br:21])[CH:6]=1.[CH2:23]=[O:24].C[C:26](C)([O-:28])C.[K+].Cl. Product: [CH3:1][O:2][C:3](=[O:22])[C:4]([C:5]1[CH:10]=[C:9]([CH:11]=[O:12])[C:8]([O:13][CH2:14][C:15]2[CH:20]=[CH:19][CH:18]=[CH:17][CH:16]=2)=[C:7]([Br:21])[CH:6]=1)([CH2:26][OH:28])[CH2:23][OH:24]. The catalyst class is: 3. (6) Reactant: [NH2:1][CH2:2][C@@H:3]1[CH2:7][C@@H:6]([F:8])[CH2:5][N:4]1[C:9]([NH:11][C:12]1[C:20]2[C:15](=[CH:16][CH:17]=[CH:18][CH:19]=2)[N:14]([C:21]([NH2:23])=[O:22])[CH:13]=1)=[O:10].[C:24]1([CH2:30][C:31](Cl)=[O:32])[CH:29]=[CH:28][CH:27]=[CH:26][CH:25]=1.C(N(CC)CC)C.O. Product: [F:8][C@H:6]1[CH2:5][N:4]([C:9]([NH:11][C:12]2[C:20]3[C:15](=[CH:16][CH:17]=[CH:18][CH:19]=3)[N:14]([C:21]([NH2:23])=[O:22])[CH:13]=2)=[O:10])[C@H:3]([CH2:2][NH:1][C:31](=[O:32])[CH2:30][C:24]2[CH:29]=[CH:28][CH:27]=[CH:26][CH:25]=2)[CH2:7]1. The catalyst class is: 2. (7) Reactant: [CH3:1][C:2]1[CH:3]=[N:4][C:5]([O:8][C@H:9]2[C@@H:14]3[CH2:15][C@@H:11]([CH2:12][N:13]3C(OC(C)(C)C)=O)[CH2:10]2)=[N:6][CH:7]=1.Cl. Product: [CH3:1][C:2]1[CH:3]=[N:4][C:5]([O:8][C@H:9]2[C@@H:14]3[CH2:15][C@@H:11]([CH2:12][NH:13]3)[CH2:10]2)=[N:6][CH:7]=1. The catalyst class is: 817.